This data is from Full USPTO retrosynthesis dataset with 1.9M reactions from patents (1976-2016). The task is: Predict the reactants needed to synthesize the given product. Given the product [NH:3]1[CH:4]=[C:5]([C:6]2[CH:7]=[C:8]([NH2:9])[NH:11][N:12]=2)[N:1]=[CH:2]1, predict the reactants needed to synthesize it. The reactants are: [NH:1]1[C:5]([C:6](=O)[CH2:7][C:8]#[N:9])=[CH:4][N:3]=[CH:2]1.[NH2:11][NH2:12].O.